From a dataset of Reaction yield outcomes from USPTO patents with 853,638 reactions. Predict the reaction yield, written as a fraction of the theoretical maximum amount of product (1.0 means a 100% yield; for example, 0.34 means a 34% yield). (1) The reactants are [H-].[Na+].[NH2:3][C:4]1[N:5]([CH2:18][CH3:19])[C:6]2[C:11]([C:12]=1[C:13]#[N:14])=[CH:10][CH:9]=[C:8]([N+:15]([O-:17])=[O:16])[CH:7]=2.[C:20](Cl)(=[O:22])[CH3:21]. The catalyst is O1CCOCC1. The product is [C:13]([C:12]1[C:11]2[C:6](=[CH:7][C:8]([N+:15]([O-:17])=[O:16])=[CH:9][CH:10]=2)[N:5]([CH2:18][CH3:19])[C:4]=1[NH:3][C:20](=[O:22])[CH3:21])#[N:14]. The yield is 0.710. (2) The yield is 0.760. The product is [CH2:1]([O:3][C:4]([C:6]1[CH:7]=[N:8][N:9]([C:11]2[N:15]([CH2:16][O:17][CH2:18][CH2:19][O:20][CH3:21])[C:14]3[CH:22]=[C:23]([Cl:27])[C:24]([NH:26][S:50]([CH:47]4[CH2:49][CH2:48]4)(=[O:52])=[O:51])=[CH:25][C:13]=3[N:12]=2)[CH:10]=1)=[O:5])[CH3:2]. The reactants are [CH2:1]([O:3][C:4]([C:6]1[CH:7]=[N:8][N:9]([C:11]2[N:15]([CH2:16][O:17][CH2:18][CH2:19][O:20][CH3:21])[C:14]3[CH:22]=[C:23]([Cl:27])[C:24]([NH2:26])=[CH:25][C:13]=3[N:12]=2)[CH:10]=1)=[O:5])[CH3:2].NC1C(Cl)=CC2NC(N3C=C(C(O)=O)C=N3)=NC=2C=1.[CH:47]1([S:50](Cl)(=[O:52])=[O:51])[CH2:49][CH2:48]1. The catalyst is N1C=CC=CC=1. (3) The reactants are [C:1]([C:5]1[CH:9]=[C:8]([NH2:10])[NH:7][N:6]=1)([CH3:4])([CH3:3])[CH3:2].Br[C:12]1[CH:13]=[N:14][CH:15]=[C:16]([OH:18])[CH:17]=1.C([O-])([O-])=O.[K+].[K+].CN[C@@H]1CCCC[C@H]1NC. The catalyst is [Cu]I. The product is [NH2:10][C:8]1[N:7]([C:12]2[CH:17]=[C:16]([OH:18])[CH:15]=[N:14][CH:13]=2)[N:6]=[C:5]([C:1]([CH3:4])([CH3:3])[CH3:2])[CH:9]=1. The yield is 0.760.